This data is from Full USPTO retrosynthesis dataset with 1.9M reactions from patents (1976-2016). The task is: Predict the reactants needed to synthesize the given product. (1) Given the product [N+:18]([C:14]1[CH:15]=[C:16]2[C:11](=[CH:12][CH:13]=1)[CH2:10][C:9]1([C:21](=[O:22])[NH:23][C:26]([CH2:27][CH2:28][CH3:29])=[N:8]1)[CH2:17]2)([O-:20])=[O:19], predict the reactants needed to synthesize it. The reactants are: FC(F)(F)C(O)=O.[NH2:8][C:9]1([C:21]([NH2:23])=[O:22])[CH2:17][C:16]2[C:11](=[CH:12][CH:13]=[C:14]([N+:18]([O-:20])=[O:19])[CH:15]=2)[CH2:10]1.CO[C:26](OC)(OC)[CH2:27][CH2:28][CH3:29]. (2) Given the product [CH3:13][O:12][C:9]1[CH:10]=[C:11]2[C:6](=[CH:7][C:8]=1[O:14][CH2:15][CH2:16][CH2:17][N:18]1[CH2:22][CH2:21][CH2:20][CH2:19]1)[N:5]=[CH:4][N:3]=[C:2]2[O:35][C:29]1[CH:30]=[C:31]2[C:26](=[CH:27][CH:28]=1)[NH:25][C:24]([CH3:36])([CH3:23])[CH:33]=[C:32]2[CH3:34], predict the reactants needed to synthesize it. The reactants are: Cl[C:2]1[C:11]2[C:6](=[CH:7][C:8]([O:14][CH2:15][CH2:16][CH2:17][N:18]3[CH2:22][CH2:21][CH2:20][CH2:19]3)=[C:9]([O:12][CH3:13])[CH:10]=2)[N:5]=[CH:4][N:3]=1.[CH3:23][C:24]1([CH3:36])[CH:33]=[C:32]([CH3:34])[C:31]2[C:26](=[CH:27][CH:28]=[C:29]([OH:35])[CH:30]=2)[NH:25]1. (3) Given the product [CH3:8][S:9][C:10]1[CH:11]=[C:12]([C:14]2[CH:15]=[N:16][CH:17]=[CH:18][CH:19]=2)[NH:7][C:5](=[O:6])[C:4]=1[C:2]#[N:3], predict the reactants needed to synthesize it. The reactants are: [Na].[C:2]([CH2:4][C:5]([NH2:7])=[O:6])#[N:3].[CH3:8][S:9][C:10](SC)=[CH:11][C:12]([C:14]1[CH:15]=[N:16][CH:17]=[CH:18][CH:19]=1)=O.